The task is: Predict which catalyst facilitates the given reaction.. This data is from Catalyst prediction with 721,799 reactions and 888 catalyst types from USPTO. (1) Reactant: NC(=O)[C@@H](N[C:6]1[CH:11]=[C:10]([C:12](=[O:14])[NH2:13])[N:9]=[C:8]([C:15]2[CH:16]=[CH:17][C:18]([O:25][C:26]3[CH:31]=[CH:30][C:29]([F:32])=[CH:28][CH:27]=3)=[C:19]([CH:24]=2)[C:20](OC)=[O:21])[N:7]=1)C.[BH4-].[Na+]. Product: [F:32][C:29]1[CH:30]=[CH:31][C:26]([O:25][C:18]2[CH:17]=[CH:16][C:15]([C:8]3[N:9]=[C:10]([C:12]([NH2:13])=[O:14])[CH:11]=[CH:6][N:7]=3)=[CH:24][C:19]=2[CH2:20][OH:21])=[CH:27][CH:28]=1. The catalyst class is: 8. (2) Reactant: [C:1]([O:5][C:6]([N:8]1[CH2:12][C@H:11]([O:13][CH2:14][CH2:15][CH3:16])[CH2:10][C@@H:9]1[C@@H:17]([O:40][Si:41]([C:44]([CH3:47])([CH3:46])[CH3:45])([CH3:43])[CH3:42])[C@@H:18]([NH:28][C:29](C1C=C(C=CC=1)C(O)=O)=[O:30])[CH2:19][C:20]1[CH:25]=[C:24]([F:26])[CH:23]=[C:22]([F:27])[CH:21]=1)=[O:7])([CH3:4])([CH3:3])[CH3:2].CCN(C(C)C)C(C)C.CN(C([O:64]N1N=NC2C=CC=NC1=2)=[N+](C)C)C.F[P-](F)(F)(F)(F)F.F[C:82]1[CH:87]=[CH:86][C:85]([CH:88]([NH2:90])C)=[CH:84][CH:83]=1. Product: [Si:41]([O:40][C@H:17]([C@H:9]1[CH2:10][C@@H:11]([O:13][CH2:14][CH2:15][CH3:16])[CH2:12][N:8]1[C:6]([O:5][C:1]([CH3:2])([CH3:4])[CH3:3])=[O:7])[C@@H:18]([NH:28][C:29](=[O:30])[C:83]1[CH:82]=[CH:87][CH:86]=[C:85]([C:88](=[O:64])[NH2:90])[CH:84]=1)[CH2:19][C:20]1[CH:25]=[C:24]([F:26])[CH:23]=[C:22]([F:27])[CH:21]=1)([C:44]([CH3:47])([CH3:45])[CH3:46])([CH3:43])[CH3:42]. The catalyst class is: 4. (3) Reactant: [OH-].[Na+].[Cl:3][C:4]1[CH:37]=[CH:36][CH:35]=[C:34]([Cl:38])[C:5]=1[C:6]([NH:8][C@H:9]([C:30]([O:32]C)=[O:31])[CH2:10][C:11]1[CH:16]=[CH:15][C:14]([N:17]2[CH2:20][CH:19]([CH2:21][C:22]3[CH:27]=[CH:26][CH:25]=[C:24]([NH:28][CH3:29])[N:23]=3)[CH2:18]2)=[CH:13][CH:12]=1)=[O:7]. Product: [Cl:38][C:34]1[CH:35]=[CH:36][CH:37]=[C:4]([Cl:3])[C:5]=1[C:6]([NH:8][C@H:9]([C:30]([OH:32])=[O:31])[CH2:10][C:11]1[CH:12]=[CH:13][C:14]([N:17]2[CH2:18][CH:19]([CH2:21][C:22]3[CH:27]=[CH:26][CH:25]=[C:24]([NH:28][CH3:29])[N:23]=3)[CH2:20]2)=[CH:15][CH:16]=1)=[O:7]. The catalyst class is: 3. (4) Reactant: [Cl:1][C:2]1[N:7]=[N:6][C:5]([NH:8][CH3:9])=[C:4]([NH:10][C:11]([C:13]2[C:18]([S:19][CH2:20][CH3:21])=[CH:17][C:16]([C:22]([F:25])([F:24])[F:23])=[CH:15][N:14]=2)=O)[CH:3]=1.O.C1(C)C=CC(S(O)(=O)=O)=CC=1. Product: [Cl:1][C:2]1[N:7]=[N:6][C:5]2[N:8]([CH3:9])[C:11]([C:13]3[C:18]([S:19][CH2:20][CH3:21])=[CH:17][C:16]([C:22]([F:25])([F:24])[F:23])=[CH:15][N:14]=3)=[N:10][C:4]=2[CH:3]=1. The catalyst class is: 575. (5) Product: [CH3:35][N:36]1[CH:40]=[C:39]([C:2]2[C:10]3[C:9]([N:11]4[CH2:16][CH2:15][CH:14]([NH:17][C:18](=[O:25])[C:19]5[CH:24]=[CH:23][CH:22]=[CH:21][CH:20]=5)[CH2:13][CH2:12]4)=[N:8][CH:7]=[N:6][C:5]=3[N:4]([S:26]([C:29]3[CH:34]=[CH:33][CH:32]=[CH:31][CH:30]=3)(=[O:28])=[O:27])[CH:3]=2)[CH:38]=[N:37]1. Reactant: Br[C:2]1[C:10]2[C:9]([N:11]3[CH2:16][CH2:15][CH:14]([NH:17][C:18](=[O:25])[C:19]4[CH:24]=[CH:23][CH:22]=[CH:21][CH:20]=4)[CH2:13][CH2:12]3)=[N:8][CH:7]=[N:6][C:5]=2[N:4]([S:26]([C:29]2[CH:34]=[CH:33][CH:32]=[CH:31][CH:30]=2)(=[O:28])=[O:27])[CH:3]=1.[CH3:35][N:36]1[CH:40]=[C:39](B2OC(C)(C)C(C)(C)O2)[CH:38]=[N:37]1.O.O.O.P([O-])([O-])([O-])=O.[K+].[K+].[K+].O. The catalyst class is: 77.